From a dataset of Catalyst prediction with 721,799 reactions and 888 catalyst types from USPTO. Predict which catalyst facilitates the given reaction. (1) Reactant: [CH2:1]([O:5][C:6]([C:8]1[N:9]=[CH:10][C:11]2[C:16]([C:17]=1[OH:18])=[CH:15][CH:14]=[C:13]([S:19][C:20]1[CH:25]=[CH:24][CH:23]=[CH:22][CH:21]=1)[CH:12]=2)=[O:7])[CH2:2][CH2:3][CH3:4].[I-].C[CH:28]=[N+:29]=[CH:30]C.[C:32]([O-])([O-])=O.[K+].[K+]. Product: [CH2:1]([O:5][C:6]([C:8]1[N:9]=[C:10]([CH2:28][N:29]([CH3:30])[CH3:32])[C:11]2[C:16]([C:17]=1[OH:18])=[CH:15][CH:14]=[C:13]([S:19][C:20]1[CH:25]=[CH:24][CH:23]=[CH:22][CH:21]=1)[CH:12]=2)=[O:7])[CH2:2][CH2:3][CH3:4]. The catalyst class is: 2. (2) Reactant: [F:1][C:2]1[CH:3]=[C:4]([C@@H:9]2[CH2:14][N:13]([C:15]([O:17][C:18]([CH3:21])([CH3:20])[CH3:19])=[O:16])[C:12]([CH3:23])([CH3:22])[C:11](=[O:24])[N:10]2[CH2:25][C:26]([O:28]CC)=[O:27])[CH:5]=[C:6]([F:8])[CH:7]=1.[Li+:31].[OH-].Cl. Product: [C:18]([O:17][C:15]([N:13]1[CH2:14][C@@H:9]([C:4]2[CH:5]=[C:6]([F:8])[CH:7]=[C:2]([F:1])[CH:3]=2)[N:10]([CH2:25][C:26]([O-:28])=[O:27])[C:11](=[O:24])[C:12]1([CH3:23])[CH3:22])=[O:16])([CH3:21])([CH3:19])[CH3:20].[Li+:31]. The catalyst class is: 20. (3) Reactant: [C:1]([O:9][C@H:10]([CH3:13])[CH2:11]Br)(=[O:8])[C:2]1[CH:7]=[CH:6][CH:5]=[CH:4][CH:3]=1.C([N+](CCCC)(CCCC)CCCC)CCC.[OH:31][C:32]1[CH:33]=[C:34]([CH2:39][C@H:40]([NH:44][C:45]([O:47][C:48]([CH3:51])([CH3:50])[CH3:49])=[O:46])[C:41]([O-:43])=[O:42])[CH:35]=[CH:36][C:37]=1[OH:38].C(=O)(O)[O-].[Cs+]. Product: [C:48]([O:47][C:45]([NH:44][C@@H:40]([CH2:39][C:34]1[CH:35]=[CH:36][C:37]([OH:38])=[C:32]([OH:31])[CH:33]=1)[C:41]([O:43][CH2:11][C@H:10]([O:9][C:1]([C:2]1[CH:7]=[CH:6][CH:5]=[CH:4][CH:3]=1)=[O:8])[CH3:13])=[O:42])=[O:46])([CH3:51])([CH3:49])[CH3:50]. The catalyst class is: 80. (4) Reactant: [H-].[Na+].[I-].[CH3:4][S+](C)(C)=O.[F:9][C:10]1[CH:11]=[C:12]([CH:16]=[CH:17][C:18]([N:20]([O:22][CH3:23])[CH3:21])=[O:19])[CH:13]=[CH:14][CH:15]=1. The catalyst class is: 3. Product: [CH3:23][O:22][N:20]([CH3:21])[C:18]([CH:17]1[CH2:4][CH:16]1[C:12]1[CH:13]=[CH:14][CH:15]=[C:10]([F:9])[CH:11]=1)=[O:19]. (5) Reactant: BrC1C(F)=C(C(F)=CC=1)N.Br[C:12]1[C:13]([F:26])=[C:14]([NH:19][S:20]([CH2:23][CH2:24][CH3:25])(=[O:22])=[O:21])[C:15]([F:18])=[CH:16][CH:17]=1.[B:27]1([B:27]2[O:31][C:30]([CH3:33])([CH3:32])[C:29]([CH3:35])([CH3:34])[O:28]2)[O:31][C:30]([CH3:33])([CH3:32])[C:29]([CH3:35])([CH3:34])[O:28]1.C1(P(C2CCCCC2)C2CCCCC2)CCCCC1.C([O-])(=O)C.[K+]. Product: [F:26][C:13]1[C:12]([B:27]2[O:31][C:30]([CH3:33])([CH3:32])[C:29]([CH3:35])([CH3:34])[O:28]2)=[CH:17][CH:16]=[C:15]([F:18])[C:14]=1[NH:19][S:20]([CH2:23][CH2:24][CH3:25])(=[O:22])=[O:21]. The catalyst class is: 62.